This data is from Full USPTO retrosynthesis dataset with 1.9M reactions from patents (1976-2016). The task is: Predict the reactants needed to synthesize the given product. (1) Given the product [F:35][C:15]([F:14])([C:29]1[CH:30]=[CH:31][CH:32]=[CH:33][CH:34]=1)[CH2:16][NH:17][C:18]1[C:19]([F:28])=[C:20]([CH2:25][CH:26]=[O:27])[C:21]([Cl:24])=[CH:22][CH:23]=1, predict the reactants needed to synthesize it. The reactants are: CS(C)=O.CCN(C(C)C)C(C)C.[F:14][C:15]([F:35])([C:29]1[CH:34]=[CH:33][CH:32]=[CH:31][CH:30]=1)[CH2:16][NH:17][C:18]1[C:19]([F:28])=[C:20]([CH2:25][CH2:26][OH:27])[C:21]([Cl:24])=[CH:22][CH:23]=1. (2) Given the product [Cl:3][C:4]1[CH:19]=[CH:18][C:7]([O:8][C:9]2[CH:14]=[CH:13][N:12]=[CH:11][C:10]=2[NH2:15])=[CH:6][CH:5]=1, predict the reactants needed to synthesize it. The reactants are: [Cl-].[NH4+].[Cl:3][C:4]1[CH:19]=[CH:18][C:7]([O:8][C:9]2[CH:14]=[CH:13][N:12]=[CH:11][C:10]=2[N+:15]([O-])=O)=[CH:6][CH:5]=1. (3) Given the product [Cl:22][C:21]1[N:10]2[CH:11]=[CH:12][C:13]([C:15]3[CH:16]=[N:17][CH:18]=[CH:19][CH:20]=3)=[CH:14][C:9]2=[N:8][C:7]=1[NH:6][C:4]([NH:3][CH2:1][CH3:2])=[O:5], predict the reactants needed to synthesize it. The reactants are: [CH2:1]([NH:3][C:4]([NH:6][C:7]1[N:8]=[C:9]2[CH:14]=[C:13]([C:15]3[CH:16]=[N:17][CH:18]=[CH:19][CH:20]=3)[CH:12]=[CH:11][N:10]2[CH:21]=1)=[O:5])[CH3:2].[Cl:22]N1C(=O)CCC1=O. (4) Given the product [F:23][C:2]1([F:1])[CH2:13][CH2:12][CH2:11][CH2:10][C@@H:9]([CH3:14])[C:8](=[O:15])[O:7][CH2:6][C@@H:5]([C:16]2[CH:21]=[CH:20][CH:19]=[CH:18][CH:17]=2)[NH:4][C:3]1=[O:22], predict the reactants needed to synthesize it. The reactants are: [F:1][C:2]1([F:23])[CH2:13][CH:12]=[CH:11][CH2:10][C@@H:9]([CH3:14])[C:8](=[O:15])[O:7][CH2:6][C@@H:5]([C:16]2[CH:21]=[CH:20][CH:19]=[CH:18][CH:17]=2)[NH:4][C:3]1=[O:22]. (5) Given the product [CH3:23][O:24][C:25](=[O:36])[CH2:26][C:27]1[CH:28]=[CH:29][C:30]([CH2:33][N:11]2[CH:12]=[C:13]([C:15]3[CH:20]=[CH:19][C:18]([Cl:21])=[CH:17][C:16]=3[Cl:22])[N:14]=[C:10]2/[CH:9]=[CH:8]/[C:5]2[CH:6]=[CH:7][C:2]([Br:1])=[CH:3][CH:4]=2)=[CH:31][CH:32]=1, predict the reactants needed to synthesize it. The reactants are: [Br:1][C:2]1[CH:7]=[CH:6][C:5](/[CH:8]=[CH:9]/[C:10]2[NH:11][CH:12]=[C:13]([C:15]3[CH:20]=[CH:19][C:18]([Cl:21])=[CH:17][C:16]=3[Cl:22])[N:14]=2)=[CH:4][CH:3]=1.[CH3:23][O:24][C:25](=[O:36])[CH:26](C)[C:27]1[CH:32]=[CH:31][C:30]([CH2:33]Br)=[CH:29][CH:28]=1.